Dataset: NCI-60 drug combinations with 297,098 pairs across 59 cell lines. Task: Regression. Given two drug SMILES strings and cell line genomic features, predict the synergy score measuring deviation from expected non-interaction effect. (1) Drug 1: COC1=CC(=CC(=C1O)OC)C2C3C(COC3=O)C(C4=CC5=C(C=C24)OCO5)OC6C(C(C7C(O6)COC(O7)C8=CC=CS8)O)O. Drug 2: CCC(=C(C1=CC=CC=C1)C2=CC=C(C=C2)OCCN(C)C)C3=CC=CC=C3.C(C(=O)O)C(CC(=O)O)(C(=O)O)O. Cell line: SK-OV-3. Synergy scores: CSS=27.0, Synergy_ZIP=-1.61, Synergy_Bliss=0.706, Synergy_Loewe=-5.81, Synergy_HSA=1.99. (2) Cell line: CAKI-1. Synergy scores: CSS=40.4, Synergy_ZIP=-2.34, Synergy_Bliss=-4.99, Synergy_Loewe=-40.8, Synergy_HSA=-3.32. Drug 1: CC1=C(C(=CC=C1)Cl)NC(=O)C2=CN=C(S2)NC3=CC(=NC(=N3)C)N4CCN(CC4)CCO. Drug 2: CNC(=O)C1=NC=CC(=C1)OC2=CC=C(C=C2)NC(=O)NC3=CC(=C(C=C3)Cl)C(F)(F)F. (3) Drug 1: C1CC(C1)(C(=O)O)C(=O)O.[NH2-].[NH2-].[Pt+2]. Drug 2: CC1CCC2CC(C(=CC=CC=CC(CC(C(=O)C(C(C(=CC(C(=O)CC(OC(=O)C3CCCCN3C(=O)C(=O)C1(O2)O)C(C)CC4CCC(C(C4)OC)O)C)C)O)OC)C)C)C)OC. Cell line: COLO 205. Synergy scores: CSS=3.11, Synergy_ZIP=-1.20, Synergy_Bliss=0.613, Synergy_Loewe=-0.606, Synergy_HSA=0.404. (4) Drug 1: CC1=C(C(CCC1)(C)C)C=CC(=CC=CC(=CC(=O)O)C)C. Drug 2: CCCCCOC(=O)NC1=NC(=O)N(C=C1F)C2C(C(C(O2)C)O)O. Cell line: SN12C. Synergy scores: CSS=4.30, Synergy_ZIP=-1.28, Synergy_Bliss=-0.0720, Synergy_Loewe=-0.0482, Synergy_HSA=0.257. (5) Drug 1: C1CN(P(=O)(OC1)NCCCl)CCCl. Drug 2: N.N.Cl[Pt+2]Cl. Cell line: PC-3. Synergy scores: CSS=55.3, Synergy_ZIP=-1.47, Synergy_Bliss=-0.984, Synergy_Loewe=-34.6, Synergy_HSA=0.747.